This data is from Forward reaction prediction with 1.9M reactions from USPTO patents (1976-2016). The task is: Predict the product of the given reaction. Given the reactants [Cl:1][C:2]1[CH:26]=[CH:25][C:5](/[CH:6]=[C:7]2/[C:8](=[O:24])[C:9]3[C:14]([CH2:15]/2)=[CH:13][C:12]([N:16]2[CH2:21][CH2:20][O:19][CH2:18][CH2:17]2)=[C:11]([O:22][CH3:23])[CH:10]=3)=[C:4]([F:27])[CH:3]=1, predict the reaction product. The product is: [Cl:1][C:2]1[CH:26]=[CH:25][C:5]([CH2:6][CH:7]2[CH2:15][C:14]3[C:9](=[CH:10][C:11]([O:22][CH3:23])=[C:12]([N:16]4[CH2:21][CH2:20][O:19][CH2:18][CH2:17]4)[CH:13]=3)[C:8]2=[O:24])=[C:4]([F:27])[CH:3]=1.